From a dataset of Reaction yield outcomes from USPTO patents with 853,638 reactions. Predict the reaction yield, written as a fraction of the theoretical maximum amount of product (1.0 means a 100% yield; for example, 0.34 means a 34% yield). (1) The reactants are [CH:1]1[CH:6]=[C:5]2[C:7]([C:9](O)(O)[C:10](=[O:11])[C:4]2=[CH:3][CH:2]=1)=[O:8].[C:14]1([S:20][CH3:21])[CH:19]=[CH:18][CH:17]=[CH:16][CH:15]=1.C(=O)(O)[O-].[Na+]. The catalyst is FC(F)(F)C(O)=O. The product is [CH3:21][S:20][C:14]1[CH:19]=[CH:18][CH:17]=[CH:16][C:15]=1[CH:9]1[C:10](=[O:11])[C:4]2[C:5](=[CH:6][CH:1]=[CH:2][CH:3]=2)[C:7]1=[O:8]. The yield is 0.130. (2) The reactants are [NH2:1][C:2]1[S:6][C:5]([S:7]([NH2:10])(=[O:9])=[O:8])=[N:4][N:3]=1.[I:11][C:12]1[CH:20]=[CH:19][C:15]([C:16](Cl)=[O:17])=[CH:14][CH:13]=1. The catalyst is N1C=CC=CC=1. The product is [I:11][C:12]1[CH:20]=[CH:19][C:15]([C:16]([NH:1][C:2]2[S:6][C:5]([S:7](=[O:9])(=[O:8])[NH2:10])=[N:4][N:3]=2)=[O:17])=[CH:14][CH:13]=1. The yield is 0.130. (3) The yield is 0.790. The reactants are [Si:1]([O:18][CH2:19][C@H:20]1[C@@H:24]([OH:25])[CH:23]=[CH:22][CH2:21]1)([C:14]([CH3:17])([CH3:16])[CH3:15])([C:8]1[CH:13]=[CH:12][CH:11]=[CH:10][CH:9]=1)[C:2]1[CH:7]=[CH:6][CH:5]=[CH:4][CH:3]=1.[Cr](O[Cr]([O-])(=O)=O)([O-])(=O)=O.[NH+]1C=CC=CC=1.[NH+]1C=CC=CC=1. The catalyst is C(Cl)Cl. The product is [Si:1]([O:18][CH2:19][C@H:20]1[C:24](=[O:25])[CH:23]=[CH:22][CH2:21]1)([C:14]([CH3:17])([CH3:15])[CH3:16])([C:8]1[CH:13]=[CH:12][CH:11]=[CH:10][CH:9]=1)[C:2]1[CH:3]=[CH:4][CH:5]=[CH:6][CH:7]=1. (4) The reactants are Cl[C:2]1[N:7]=[C:6]([CH3:8])[N:5]=[C:4]([N:9]([CH2:19][C:20]2[CH:25]=[CH:24][C:23]([O:26][CH3:27])=[CH:22][CH:21]=2)[CH2:10][C:11]2[CH:16]=[CH:15][C:14]([O:17][CH3:18])=[CH:13][CH:12]=2)[N:3]=1.[C:28]([O:32][C:33]([N:35]1[CH2:40][CH2:39][N:38]([CH:41]([C:43]2[CH:44]=[C:45](B(O)O)[C:46]([F:49])=[N:47][CH:48]=2)[CH3:42])[CH2:37][CH2:36]1)=[O:34])([CH3:31])([CH3:30])[CH3:29].C([O-])(=O)C.[K+]. The catalyst is O1CCOCC1.ClCCl.O.[Cl-].[Na+].O. The product is [CH3:18][O:17][C:14]1[CH:15]=[CH:16][C:11]([CH2:10][N:9]([CH2:19][C:20]2[CH:25]=[CH:24][C:23]([O:26][CH3:27])=[CH:22][CH:21]=2)[C:4]2[N:5]=[C:6]([CH3:8])[N:7]=[C:2]([C:45]3[CH:44]=[C:43]([CH:41]([N:38]4[CH2:37][CH2:36][N:35]([C:33]([O:32][C:28]([CH3:29])([CH3:31])[CH3:30])=[O:34])[CH2:40][CH2:39]4)[CH3:42])[CH:48]=[N:47][C:46]=3[F:49])[N:3]=2)=[CH:12][CH:13]=1. The yield is 1.00.